This data is from Full USPTO retrosynthesis dataset with 1.9M reactions from patents (1976-2016). The task is: Predict the reactants needed to synthesize the given product. (1) Given the product [CH3:1][O:2][C:3]1[CH:8]=[C:7]([C:27]2[CH:32]=[CH:31][CH:30]=[CH:29][N:28]=2)[CH:6]=[CH:5][C:4]=1[NH:18][C:19](=[O:25])[O:20][C:21]([CH3:22])([CH3:23])[CH3:24], predict the reactants needed to synthesize it. The reactants are: [CH3:1][O:2][C:3]1[CH:8]=[C:7](B2OC(C)(C)C(C)(C)O2)[CH:6]=[CH:5][C:4]=1[NH:18][C:19](=[O:25])[O:20][C:21]([CH3:24])([CH3:23])[CH3:22].Br[C:27]1[CH:32]=[CH:31][CH:30]=[CH:29][N:28]=1.C(=O)([O-])[O-].[K+].[K+]. (2) Given the product [O:12]1[CH:3]2[CH2:4][CH2:5][C:6]3[C:11]([CH:2]12)=[CH:10][CH:9]=[CH:8][CH:7]=3, predict the reactants needed to synthesize it. The reactants are: Br[CH:2]1[C:11]2[C:6](=[CH:7][CH:8]=[CH:9][CH:10]=2)[CH2:5][CH2:4][CH:3]1[OH:12].[OH-].[Na+].